From a dataset of Catalyst prediction with 721,799 reactions and 888 catalyst types from USPTO. Predict which catalyst facilitates the given reaction. (1) Product: [C:1]([O:4][CH2:5][C:6]([NH:32][CH2:31][CH2:30][C:17]1[CH:18]=[C:19]([C:20]2[CH:21]=[CH:22][C:23]([S:26]([CH3:29])(=[O:28])=[O:27])=[CH:24][CH:25]=2)[N:15]([C:9]2[CH:10]=[CH:11][CH:12]=[CH:13][CH:14]=2)[C:16]=1[CH3:33])=[O:7])(=[O:3])[CH3:2]. The catalyst class is: 2. Reactant: [C:1]([O:4][CH2:5][C:6](Cl)=[O:7])(=[O:3])[CH3:2].[C:9]1([N:15]2[C:19]([C:20]3[CH:25]=[CH:24][C:23]([S:26]([CH3:29])(=[O:28])=[O:27])=[CH:22][CH:21]=3)=[CH:18][C:17]([CH2:30][CH2:31][NH2:32])=[C:16]2[CH3:33])[CH:14]=[CH:13][CH:12]=[CH:11][CH:10]=1.O. (2) Reactant: N#N.[N+:3]([C:6]1[CH:10]=[N:9][N:8]([CH2:11][C:12]2[S:13][CH:14]=[C:15]([CH2:17][OH:18])[N:16]=2)[N:7]=1)([O-:5])=[O:4].[CH3:19]I. Product: [CH3:19][O:18][CH2:17][C:15]1[N:16]=[C:12]([CH2:11][N:8]2[N:7]=[C:6]([N+:3]([O-:5])=[O:4])[CH:10]=[N:9]2)[S:13][CH:14]=1. The catalyst class is: 2. (3) Product: [CH2:45]([S:52][CH:53]([CH:56]([O:57][CH3:58])[O:59][CH3:60])[CH2:54][NH:55][C:12]([C:9]1[NH:10][C:11]2[C:7]([CH:8]=1)=[CH:6][CH:5]=[CH:4][C:3]=2[N:2]([CH3:1])[S:15]([C:18]1[S:19][CH:20]=[CH:21][CH:22]=1)(=[O:16])=[O:17])=[O:13])[C:46]1[CH:51]=[CH:50][CH:49]=[CH:48][CH:47]=1. Reactant: [CH3:1][N:2]([S:15]([C:18]1[S:19][CH:20]=[CH:21][CH:22]=1)(=[O:17])=[O:16])[C:3]1[CH:4]=[CH:5][CH:6]=[C:7]2[C:11]=1[NH:10][C:9]([C:12](O)=[O:13])=[CH:8]2.N1(O)C2C=CC=CC=2N=N1.Cl.CN(C)CCCN=C=NCC.[CH2:45]([S:52][CH:53]([CH:56]([O:59][CH3:60])[O:57][CH3:58])[CH2:54][NH2:55])[C:46]1[CH:51]=[CH:50][CH:49]=[CH:48][CH:47]=1. The catalyst class is: 35. (4) Reactant: [O:1]1[C:6]2[CH:7]=[CH:8][C:9]([NH:11][C:12]3N[C:15]([C:17]4[CH:22]=[C:21]([CH3:23])[C:20]([NH2:24])=[C:19]([CH3:25])[C:18]=4[N+:26]([O-])=O)=[N:14][N:13]=3)=[CH:10][C:5]=2[O:4][CH2:3][CH2:2]1.C([OH:31])C. Product: [O:1]1[C:6]2[CH:7]=[CH:8][C:9]([NH:11][C:12]3[O:31][C:15]([C:17]4[CH:22]=[C:21]([CH3:23])[C:20]([NH2:24])=[C:19]([CH3:25])[C:18]=4[NH2:26])=[N:14][N:13]=3)=[CH:10][C:5]=2[O:4][CH2:3][CH2:2]1. The catalyst class is: 45. (5) Reactant: [N+:1]([C:4]1[CH:5]=[C:6]([NH:10][C:11]2[N:18]=[CH:17][CH:16]=[CH:15][C:12]=2[CH:13]=O)[CH:7]=[CH:8][CH:9]=1)([O-:3])=[O:2].[S:19]1[C:23]2[CH:24]=[CH:25][CH:26]=[CH:27][C:22]=2[N:21]=[C:20]1[CH2:28][CH2:29][CH2:30][C:31](OC)=[O:32].[Li+].CC([N-]C(C)C)C. Product: [N+:1]([C:4]1[CH:5]=[C:6]([N:10]2[C:11]3[C:12](=[CH:15][CH:16]=[CH:17][N:18]=3)[CH:13]=[C:30]([CH2:29][CH2:28][C:20]3[S:19][C:23]4[CH:24]=[CH:25][CH:26]=[CH:27][C:22]=4[N:21]=3)[C:31]2=[O:32])[CH:7]=[CH:8][CH:9]=1)([O-:3])=[O:2]. The catalyst class is: 3. (6) Reactant: [NH2:1][C:2]1[CH:3]=[C:4]([C:8]2[CH:15]=[CH:14][C:11]([C:12]#[N:13])=[C:10]([Cl:16])[CH:9]=2)[CH:5]=[N:6][CH:7]=1.[CH3:17][C:18]1[CH:23]=[CH:22][C:21]([S:24](Cl)(=[O:26])=[O:25])=[CH:20][CH:19]=1. Product: [Cl:16][C:10]1[CH:9]=[C:8]([C:4]2[CH:3]=[C:2]([NH:1][S:24]([C:21]3[CH:22]=[CH:23][C:18]([CH3:17])=[CH:19][CH:20]=3)(=[O:26])=[O:25])[CH:7]=[N:6][CH:5]=2)[CH:15]=[CH:14][C:11]=1[C:12]#[N:13]. The catalyst class is: 17.